Dataset: Peptide-MHC class II binding affinity with 134,281 pairs from IEDB. Task: Regression. Given a peptide amino acid sequence and an MHC pseudo amino acid sequence, predict their binding affinity value. This is MHC class II binding data. (1) The peptide sequence is PSLTMACMAKQSQTP. The MHC is H-2-IAd with pseudo-sequence H-2-IAd. The binding affinity (normalized) is 0.657. (2) The peptide sequence is QPFLGLCAFLATRIFK. The MHC is DRB1_1101 with pseudo-sequence DRB1_1101. The binding affinity (normalized) is 0.677. (3) The peptide sequence is CKKYKIWMHVDAAWGGGLL. The MHC is DRB1_1501 with pseudo-sequence DRB1_1501. The binding affinity (normalized) is 0.